This data is from Full USPTO retrosynthesis dataset with 1.9M reactions from patents (1976-2016). The task is: Predict the reactants needed to synthesize the given product. (1) Given the product [CH2:1]=[C:14]1[CH2:15][CH2:16][C:11]2([O:10][CH2:9][CH2:8][O:7]2)[CH2:12][CH2:13]1, predict the reactants needed to synthesize it. The reactants are: [CH3:1]C(C)([O-])C.[K+].[O:7]1[C:11]2([CH2:16][CH2:15][C:14](=O)[CH2:13][CH2:12]2)[O:10][CH2:9][CH2:8]1.O. (2) Given the product [C:7]1([C:5]2[S:6][C:2]([C:20]#[C:19][CH2:18][O:21][CH:22]3[CH2:27][CH2:26][CH2:25][CH2:24][O:23]3)=[C:3]([C:13]([O:15][CH2:16][CH3:17])=[O:14])[N:4]=2)[CH:12]=[CH:11][CH:10]=[CH:9][CH:8]=1, predict the reactants needed to synthesize it. The reactants are: Br[C:2]1[S:6][C:5]([C:7]2[CH:12]=[CH:11][CH:10]=[CH:9][CH:8]=2)=[N:4][C:3]=1[C:13]([O:15][CH2:16][CH3:17])=[O:14].[CH2:18]([O:21][CH:22]1[CH2:27][CH2:26][CH2:25][CH2:24][O:23]1)[C:19]#[CH:20].C(N(CC)CC)C.O. (3) The reactants are: [Cl:1][C:2]1[CH:3]=[C:4]2[C:8](=[C:9]([NH2:11])[CH:10]=1)[NH:7][C:6]([C:12]1[CH:17]=[CH:16][CH:15]=[CH:14][CH:13]=1)=[CH:5]2.[CH3:18][N:19]([CH3:27])[CH:20]([CH2:25][CH3:26])[CH2:21][C:22](=O)[CH3:23]. Given the product [Cl:1][C:2]1[CH:3]=[C:4]2[C:8](=[C:9]([NH:11][CH:23]3[CH2:26][CH2:25][CH:20]([N:19]([CH3:27])[CH3:18])[CH2:21][CH2:22]3)[CH:10]=1)[NH:7][C:6]([C:12]1[CH:17]=[CH:16][CH:15]=[CH:14][CH:13]=1)=[CH:5]2, predict the reactants needed to synthesize it. (4) Given the product [ClH:56].[ClH:56].[NH2:32][C:18]([CH2:40][CH2:41][N:42]1[CH2:47][CH2:46][CH:45]([CH2:48][C:49]2[CH:54]=[CH:53][CH:52]=[CH:51][CH:50]=2)[CH2:44][CH2:43]1)([CH2:19][CH2:20][CH2:21][CH2:22][B:23]([OH:27])[OH:24])[C:17]([OH:55])=[O:16], predict the reactants needed to synthesize it. The reactants are: C(C1CCNCC1)C1C=CC=CC=1.C([O:16][C:17](=[O:55])[C:18]([CH2:40][CH2:41][N:42]1[CH2:47][CH2:46][CH:45]([CH2:48][C:49]2[CH:54]=[CH:53][CH:52]=[CH:51][CH:50]=2)[CH2:44][CH2:43]1)([NH:32]C(OC(C)(C)C)=O)[CH2:19][CH2:20][CH2:21][CH2:22][B:23]1[O:27]C(C)(C)C(C)(C)[O:24]1)C.[ClH:56].